Dataset: Reaction yield outcomes from USPTO patents with 853,638 reactions. Task: Predict the reaction yield, written as a fraction of the theoretical maximum amount of product (1.0 means a 100% yield; for example, 0.34 means a 34% yield). The reactants are Br[C:2]1[C:7]([N:8]([CH2:23][O:24][CH3:25])[S:9]([C:12]2[CH:17]=[CH:16][C:15]([Cl:18])=[C:14]([C:19]([F:22])([F:21])[F:20])[CH:13]=2)(=[O:11])=[O:10])=[CH:6][C:5]([Cl:26])=[CH:4][N:3]=1.C([Mg]Cl)(C)C.[C:32]([O:36][C:37](=[O:47])[NH:38][C:39]1[C:44]([CH:45]=[O:46])=[CH:43][CH:42]=[CH:41][N:40]=1)([CH3:35])([CH3:34])[CH3:33]. The catalyst is C1COCC1. The product is [C:32]([O:36][C:37](=[O:47])[NH:38][C:39]1[C:44]([CH:45]([C:2]2[C:7]([N:8]([S:9]([C:12]3[CH:17]=[CH:16][C:15]([Cl:18])=[C:14]([C:19]([F:22])([F:21])[F:20])[CH:13]=3)(=[O:11])=[O:10])[CH2:23][O:24][CH3:25])=[CH:6][C:5]([Cl:26])=[CH:4][N:3]=2)[OH:46])=[CH:43][CH:42]=[CH:41][N:40]=1)([CH3:35])([CH3:33])[CH3:34]. The yield is 0.440.